This data is from NCI-60 drug combinations with 297,098 pairs across 59 cell lines. The task is: Regression. Given two drug SMILES strings and cell line genomic features, predict the synergy score measuring deviation from expected non-interaction effect. (1) Drug 1: C1C(C(OC1N2C=NC3=C(N=C(N=C32)Cl)N)CO)O. Drug 2: C1CC(C1)(C(=O)O)C(=O)O.[NH2-].[NH2-].[Pt+2]. Cell line: RPMI-8226. Synergy scores: CSS=13.3, Synergy_ZIP=-1.88, Synergy_Bliss=3.60, Synergy_Loewe=4.10, Synergy_HSA=6.62. (2) Drug 1: C1CN(P(=O)(OC1)NCCCl)CCCl. Drug 2: CC1C(C(CC(O1)OC2CC(CC3=C2C(=C4C(=C3O)C(=O)C5=CC=CC=C5C4=O)O)(C(=O)C)O)N)O. Cell line: OVCAR-5. Synergy scores: CSS=32.3, Synergy_ZIP=-4.01, Synergy_Bliss=-3.80, Synergy_Loewe=-28.8, Synergy_HSA=-1.71. (3) Drug 1: C1CC(=O)NC(=O)C1N2C(=O)C3=CC=CC=C3C2=O. Synergy scores: CSS=3.03, Synergy_ZIP=-6.30, Synergy_Bliss=-9.40, Synergy_Loewe=-2.97, Synergy_HSA=-4.77. Cell line: HCC-2998. Drug 2: CC(C)CN1C=NC2=C1C3=CC=CC=C3N=C2N. (4) Drug 1: C1CC(=O)NC(=O)C1N2CC3=C(C2=O)C=CC=C3N. Drug 2: CC1=CC2C(CCC3(C2CCC3(C(=O)C)OC(=O)C)C)C4(C1=CC(=O)CC4)C. Cell line: U251. Synergy scores: CSS=4.16, Synergy_ZIP=1.66, Synergy_Bliss=-3.21, Synergy_Loewe=-2.42, Synergy_HSA=-1.88.